Dataset: Forward reaction prediction with 1.9M reactions from USPTO patents (1976-2016). Task: Predict the product of the given reaction. (1) Given the reactants CC(C1C=CC(O)=CC=1)=O.CN(C)C=CC(C1C=CC=C(O)C=1)=O.[CH3:25][N:26]([CH3:38])[CH:27]=[CH:28][C:29]([C:31]1[CH:36]=[CH:35][C:34]([OH:37])=[CH:33][CH:32]=1)=[O:30].O1C(C2C=C(O)C=CC=2)=CC=N1, predict the reaction product. The product is: [CH3:38][N:26]([CH3:25])[CH:27]=[CH:28][C:29]([C:31]1[CH:32]=[CH:33][C:34]([OH:37])=[CH:35][CH:36]=1)=[O:30].[O:30]1[C:29]([C:31]2[CH:36]=[CH:35][C:34]([OH:37])=[CH:33][CH:32]=2)=[CH:28][CH:27]=[N:26]1. (2) The product is: [CH:1]1([CH:4]([O:8][C:9]2[C:18]3[C:13](=[CH:14][CH:15]=[CH:16][CH:17]=3)[CH:12]=[CH:11][CH:10]=2)[C:5]([O:7][CH2:19][CH3:20])=[O:6])[CH2:3][CH2:2]1. Given the reactants [CH:1]1([CH:4]([O:8][C:9]2[C:18]3[C:13](=[CH:14][CH:15]=[CH:16][CH:17]=3)[CH:12]=[CH:11][CH:10]=2)[C:5]([OH:7])=[O:6])[CH2:3][CH2:2]1.[C:19]1(O)C2C(=CC=CC=2)C=C[CH:20]=1.C([O-])([O-])=O.[K+].[K+].BrC(C1CC1)C(OCC)=O, predict the reaction product. (3) Given the reactants [O:1]1[CH2:6][CH2:5][CH2:4][CH2:3][CH:2]1[O:7][NH:8][C:9]([C:11]1[CH:20]=[C:19]2[C:14]([CH2:15][CH2:16][NH:17][CH2:18]2)=[CH:13][CH:12]=1)=[O:10].[N:21]1[CH:26]=[CH:25][CH:24]=[CH:23][C:22]=1[CH2:27][C:28](O)=[O:29].C1C=CC2N(O)N=NC=2C=1.C(Cl)CCl, predict the reaction product. The product is: [N:21]1[CH:26]=[CH:25][CH:24]=[CH:23][C:22]=1[CH2:27][C:28]([N:17]1[CH2:16][CH2:15][C:14]2[C:19](=[CH:20][C:11]([C:9]([NH:8][O:7][CH:2]3[CH2:3][CH2:4][CH2:5][CH2:6][O:1]3)=[O:10])=[CH:12][CH:13]=2)[CH2:18]1)=[O:29]. (4) The product is: [Cl:44][C:41]1[CH:42]=[CH:43][C:35]([NH:34][C:26]2[C:27]3[C:28](=[CH:29][N:30]=[CH:31][CH:32]=3)[O:33][C:25]=2[C:22]2[N:21]=[CH:20][C:19]([CH2:18][CH2:17][CH2:16][OH:15])=[CH:24][N:23]=2)=[C:36]2[C:40]=1[NH:39][N:38]=[CH:37]2. Given the reactants C(O)(C(F)(F)F)=O.[Si]([O:15][CH2:16][CH2:17][CH2:18][C:19]1[CH:20]=[N:21][C:22]([C:25]2[O:33][C:28]3=[CH:29][N:30]=[CH:31][CH:32]=[C:27]3[C:26]=2[NH:34][C:35]2[CH:43]=[CH:42][C:41]([Cl:44])=[C:40]3[C:36]=2[CH:37]=[N:38][N:39]3C(OC(C)(C)C)=O)=[N:23][CH:24]=1)(C(C)(C)C)(C)C, predict the reaction product. (5) Given the reactants [Cl:1][C:2]1[CH:3]=[C:4]([NH:8][C:9]([NH2:11])=[O:10])[CH:5]=[CH:6][CH:7]=1.[C:12]([C:14]1[CH:21]=[CH:20][C:17]([CH:18]=O)=[CH:16][CH:15]=1)#[N:13].O=[C:23]([CH3:30])[CH2:24][C:25]([O:27][CH2:28][CH3:29])=[O:26].Cl, predict the reaction product. The product is: [C:12]([C:14]1[CH:21]=[CH:20][C:17]([CH:18]2[C:24]([C:25]([O:27][CH2:28][CH3:29])=[O:26])=[C:23]([CH3:30])[N:8]([C:4]3[CH:5]=[CH:6][CH:7]=[C:2]([Cl:1])[CH:3]=3)[C:9](=[O:10])[NH:11]2)=[CH:16][CH:15]=1)#[N:13]. (6) Given the reactants [CH3:1][O:2][CH2:3][O:4][C:5]1[CH:10]=[CH:9][CH:8]=[C:7]([N+:11]([O-])=O)[C:6]=1[C:14]#[C:15][C@H:16]([OH:18])[CH3:17].[H][H], predict the reaction product. The product is: [NH2:11][C:7]1[CH:8]=[CH:9][CH:10]=[C:5]([O:4][CH2:3][O:2][CH3:1])[C:6]=1[CH2:14][CH2:15][C@H:16]([OH:18])[CH3:17].